Dataset: Full USPTO retrosynthesis dataset with 1.9M reactions from patents (1976-2016). Task: Predict the reactants needed to synthesize the given product. Given the product [CH3:23][N:21]1[C:20]([NH2:24])=[N:19][C:18]2([C:11]3[C:12](=[CH:13][CH:14]=[C:9]([C:33]4[CH:32]=[N:31][CH:36]=[CH:35][CH:34]=4)[CH:10]=3)[O:15][CH:16]([C:25]3[CH:30]=[CH:29][CH:28]=[CH:27][CH:26]=3)[CH2:17]2)[O:22]1, predict the reactants needed to synthesize it. The reactants are: OC(C(F)(F)F)=O.Br[C:9]1[CH:10]=[C:11]2[C:18]3([O:22][N:21]([CH3:23])[C:20]([NH2:24])=[N:19]3)[CH2:17][CH:16]([C:25]3[CH:30]=[CH:29][CH:28]=[CH:27][CH:26]=3)[O:15][C:12]2=[CH:13][CH:14]=1.[N:31]1[CH:36]=[CH:35][CH:34]=[C:33](B(O)O)[CH:32]=1.C([O-])([O-])=O.[Cs+].[Cs+].